This data is from Full USPTO retrosynthesis dataset with 1.9M reactions from patents (1976-2016). The task is: Predict the reactants needed to synthesize the given product. (1) Given the product [OH:8][C@@H:9]([C:10]1[O:12][N:70]=[C:69]([NH:68][C:63]2[CH:64]=[CH:65][C:66]([CH3:67])=[C:61]([C:52]3[C:51](=[O:73])[N:50]([CH3:49])[C:59]4[C:54]([CH:53]=3)=[CH:55][N:56]=[C:57]([CH3:60])[CH:58]=4)[CH:62]=2)[N:72]=1)[CH:13]([CH3:14])[CH3:15], predict the reactants needed to synthesize it. The reactants are: [Si]([O:8][C@H:9]([CH:13]([CH3:15])[CH3:14])[C:10]([OH:12])=O)(C(C)(C)C)(C)C.CCN(C(C)C)C(C)C.CN(C(ON1N=NC2C=CC=NC1=2)=[N+](C)C)C.F[P-](F)(F)(F)(F)F.[CH3:49][N:50]1[C:59]2[C:54](=[CH:55][N:56]=[C:57]([CH3:60])[CH:58]=2)[CH:53]=[C:52]([C:61]2[CH:62]=[C:63]([NH:68]/[C:69](/[NH2:72])=[N:70]/O)[CH:64]=[CH:65][C:66]=2[CH3:67])[C:51]1=[O:73]. (2) Given the product [F:40][C:33]1[CH:34]=[C:35]([CH:38]=[CH:39][C:32]=1[O:31][CH:28]1[CH2:27][CH2:26][N:25]([C:20]2[N:21]=[C:22]3[CH2:23][CH2:24][NH:15][CH2:16][C:17]3=[N:18][C:19]=2[NH:41][CH:42]([CH3:44])[CH3:43])[CH2:30][CH2:29]1)[C:36]#[N:37], predict the reactants needed to synthesize it. The reactants are: OC(C(F)(F)F)=O.C([N:15]1[CH2:24][CH2:23][C:22]2[C:17](=[N:18][C:19]([NH:41][CH:42]([CH3:44])[CH3:43])=[C:20]([N:25]3[CH2:30][CH2:29][CH:28]([O:31][C:32]4[CH:39]=[CH:38][C:35]([C:36]#[N:37])=[CH:34][C:33]=4[F:40])[CH2:27][CH2:26]3)[N:21]=2)[CH2:16]1)C1C=CC=CC=1. (3) Given the product [CH:26]([N:4]([CH:1]([CH3:3])[CH3:2])[C:5](=[O:25])[CH:6]([C:19]1[CH:20]=[N:21][CH:22]=[CH:23][CH:24]=1)[CH:7]([C:13]1[CH:18]=[CH:17][CH:16]=[CH:15][CH:14]=1)[CH2:8][C:9]([OH:11])=[O:10])([CH3:27])[CH3:28], predict the reactants needed to synthesize it. The reactants are: [CH:1]([N:4]([CH:26]([CH3:28])[CH3:27])[C:5](=[O:25])[CH:6]([C:19]1[CH:20]=[N:21][CH:22]=[CH:23][CH:24]=1)[CH:7]([C:13]1[CH:18]=[CH:17][CH:16]=[CH:15][CH:14]=1)[CH2:8][C:9]([O:11]C)=[O:10])([CH3:3])[CH3:2].O.[OH-].[Na+].Cl. (4) Given the product [C:1]([SiH2:5][O:6][C:7]([CH3:17])([CH3:16])[C@H:8]1[CH2:9][CH2:10][C@H:11]([CH2:14][O:15][S:19]([CH3:18])(=[O:21])=[O:20])[CH2:12][CH2:13]1)([CH3:4])([CH3:3])[CH3:2], predict the reactants needed to synthesize it. The reactants are: [C:1]([SiH2:5][O:6][C:7]([CH3:17])([CH3:16])[C@H:8]1[CH2:13][CH2:12][C@H:11]([CH2:14][OH:15])[CH2:10][CH2:9]1)([CH3:4])([CH3:3])[CH3:2].[CH3:18][S:19](Cl)(=[O:21])=[O:20].C(N(CC)CC)C. (5) Given the product [Br-:20].[Br:20][C:21]1[CH:22]=[C:23]([CH2:27][P+:7]([C:1]2[CH:2]=[CH:3][CH:4]=[CH:5][CH:6]=2)([C:8]2[CH:13]=[CH:12][CH:11]=[CH:10][CH:9]=2)[C:14]2[CH:15]=[CH:16][CH:17]=[CH:18][CH:19]=2)[CH:24]=[CH:25][CH:26]=1, predict the reactants needed to synthesize it. The reactants are: [C:1]1([P:7]([C:14]2[CH:19]=[CH:18][CH:17]=[CH:16][CH:15]=2)[C:8]2[CH:13]=[CH:12][CH:11]=[CH:10][CH:9]=2)[CH:6]=[CH:5][CH:4]=[CH:3][CH:2]=1.[Br:20][C:21]1[CH:26]=[CH:25][CH:24]=[C:23]([CH2:27]Br)[CH:22]=1. (6) Given the product [Si:1]([O:8][C:9]1[CH:10]=[C:11]([NH:16][C:17](=[O:28])[C:18]2[CH:23]=[CH:22][C:21]([C:24]([CH3:27])([CH3:26])[CH3:25])=[CH:20][CH:19]=2)[C:12]([NH:15][C:39]([C:35]2[CH:34]=[C:33]3[C:38]([C:30]([Br:29])=[CH:31][NH:32]3)=[CH:37][CH:36]=2)=[O:40])=[CH:13][CH:14]=1)([C:4]([CH3:7])([CH3:6])[CH3:5])([CH3:3])[CH3:2], predict the reactants needed to synthesize it. The reactants are: [Si:1]([O:8][C:9]1[CH:10]=[C:11]([NH:16][C:17](=[O:28])[C:18]2[CH:23]=[CH:22][C:21]([C:24]([CH3:27])([CH3:26])[CH3:25])=[CH:20][CH:19]=2)[C:12]([NH2:15])=[CH:13][CH:14]=1)([C:4]([CH3:7])([CH3:6])[CH3:5])([CH3:3])[CH3:2].[Br:29][C:30]1[C:38]2[C:33](=[CH:34][C:35]([C:39](O)=[O:40])=[CH:36][CH:37]=2)[NH:32][CH:31]=1.